Dataset: Forward reaction prediction with 1.9M reactions from USPTO patents (1976-2016). Task: Predict the product of the given reaction. (1) Given the reactants [I-].C[N+]1C=CN([C:8](=[O:30])/[N:9]=[C:10]2\[S:11][C:12]([CH3:29])=[CH:13][N:14]\2[C:15]2[CH:28]=[CH:27][C:18]3[O:19][C:20]([F:26])([F:25])[C:21]([F:24])([F:23])[O:22][C:17]=3[CH:16]=2)C=1.C(N(CC)C(C)C)(C)C.[NH:40]1[CH2:44][CH2:43][CH2:42][CH:41]1[C:45]1[CH:46]=[N:47][CH:48]=[CH:49][CH:50]=1, predict the reaction product. The product is: [CH3:29][C:12]1[S:11]/[C:10](=[N:9]\[C:8]([N:40]2[CH2:44][CH2:43][CH2:42][CH:41]2[C:45]2[CH:46]=[N:47][CH:48]=[CH:49][CH:50]=2)=[O:30])/[N:14]([C:15]2[CH:28]=[CH:27][C:18]3[O:19][C:20]([F:25])([F:26])[C:21]([F:23])([F:24])[O:22][C:17]=3[CH:16]=2)[CH:13]=1. (2) Given the reactants [CH3:1][O:2][CH2:3][C:4](Cl)=[O:5].C(Cl)Cl.Cl.[CH3:11][NH:12][O:13][CH3:14], predict the reaction product. The product is: [CH3:14][O:13][N:12]([CH3:11])[C:4](=[O:5])[CH2:3][O:2][CH3:1]. (3) Given the reactants O=[N:2][CH2:3][CH2:4][C:5]1[C:13]2[C:8](=[CH:9][CH:10]=[CH:11][CH:12]=2)[NH:7][CH:6]=1.[N:14]#[C:15][NH2:16], predict the reaction product. The product is: [NH2:16][C:15]1[NH:2][CH:3]=[C:4]([C:5]2[C:13]3[C:8](=[CH:9][CH:10]=[CH:11][CH:12]=3)[NH:7][CH:6]=2)[N:14]=1. (4) Given the reactants Br[C:2]1[C:7]([N+:8]([O-])=O)=[CH:6][C:5]([Cl:11])=[CH:4][N:3]=1.[CH3:12][C:13]1[CH:18]=[CH:17][CH:16]=[C:15]([CH3:19])[C:14]=1[OH:20].C(=O)([O-])[O-].[K+].[K+], predict the reaction product. The product is: [Cl:11][C:5]1[CH:6]=[C:7]([NH2:8])[C:2]([O:20][C:14]2[C:15]([CH3:19])=[CH:16][CH:17]=[CH:18][C:13]=2[CH3:12])=[N:3][CH:4]=1. (5) Given the reactants [F:1][C:2]1[CH:3]=[C:4]2[C:8](=[CH:9][CH:10]=1)[NH:7][C:6](=[O:11])[C:5]2=[N:12][N:13]=[CH:14][C:15]1[CH:23]=[CH:22][C:18]([C:19](O)=[O:20])=[CH:17][CH:16]=1.Cl.C(N=C=NCCCN(C)C)C.OC1C2N=NNC=2C=CC=1.C(N(CC)CC)C.Cl.[CH3:54][O:55][C:56](=[O:63])[CH2:57][CH2:58][CH2:59][CH2:60][CH2:61][NH2:62], predict the reaction product. The product is: [CH3:54][O:55][C:56](=[O:63])[CH2:57][CH2:58][CH2:59][CH2:60][CH2:61][NH:62][C:19](=[O:20])[C:18]1[CH:22]=[CH:23][C:15]([CH:14]=[N:13][N:12]=[C:5]2[C:4]3[C:8](=[CH:9][CH:10]=[C:2]([F:1])[CH:3]=3)[NH:7][C:6]2=[O:11])=[CH:16][CH:17]=1. (6) Given the reactants [OH:1][C:2]1[CH:3]=[CH:4][C:5]([C:15](=[O:36])[C:16]2[CH:21]=[CH:20][C:19]([O:22][CH2:23][C:24]3[N:25]=[C:26]([C:30]4[CH:35]=[CH:34][CH:33]=[CH:32][CH:31]=4)[O:27][C:28]=3[CH3:29])=[CH:18][CH:17]=2)=[C:6]([CH:14]=1)[O:7][CH2:8]C(OCC)=O.[CH2:37](I)[CH3:38].[C:40](=[O:43])([O-])[O-:41].[K+].[K+].CN(C)C=O, predict the reaction product. The product is: [CH2:37]([O:1][C:2]1[CH:3]=[CH:4][C:5]([C:15](=[O:36])[C:16]2[CH:21]=[CH:20][C:19]([O:22][CH2:23][C:24]3[N:25]=[C:26]([C:30]4[CH:31]=[CH:32][CH:33]=[CH:34][CH:35]=4)[O:27][C:28]=3[CH3:29])=[CH:18][CH:17]=2)=[C:6]([CH:14]=1)[O:7][CH2:8][C:40]([OH:41])=[O:43])[CH3:38]. (7) The product is: [Cl:28][C:29]1[C:38]2[C:33](=[CH:34][C:35]([S:39]([N:6]([CH2:5][C:4]3[CH:12]=[CH:13][C:14]([O:16][CH3:17])=[CH:15][C:3]=3[O:2][CH3:1])[C:7]3[S:8][CH:9]=[CH:10][N:11]=3)(=[O:41])=[O:40])=[CH:36][CH:37]=2)[CH:32]=[CH:31][N:30]=1. Given the reactants [CH3:1][O:2][C:3]1[CH:15]=[C:14]([O:16][CH3:17])[CH:13]=[CH:12][C:4]=1[CH2:5][NH:6][C:7]1[S:8][CH:9]=[CH:10][N:11]=1.C[Si]([N-][Si](C)(C)C)(C)C.[Li+].[Cl:28][C:29]1[C:38]2[C:33](=[CH:34][C:35]([S:39](Cl)(=[O:41])=[O:40])=[CH:36][CH:37]=2)[CH:32]=[CH:31][N:30]=1, predict the reaction product.